Dataset: Forward reaction prediction with 1.9M reactions from USPTO patents (1976-2016). Task: Predict the product of the given reaction. (1) Given the reactants [F:1][C:2]1[C:11]2[O:10][CH2:9][CH:8]([CH2:12]OS(C3C=CC(C)=CC=3)(=O)=O)[O:7][C:6]=2[CH:5]=[C:4]([S:24]([CH3:27])(=[O:26])=[O:25])[CH:3]=1.[CH2:28]([NH:31][CH2:32][CH2:33][CH3:34])[CH2:29][CH3:30], predict the reaction product. The product is: [F:1][C:2]1[C:11]2[O:10][CH2:9][CH:8]([CH2:12][N:31]([CH2:32][CH2:33][CH3:34])[CH2:28][CH2:29][CH3:30])[O:7][C:6]=2[CH:5]=[C:4]([S:24]([CH3:27])(=[O:25])=[O:26])[CH:3]=1. (2) Given the reactants C([N:4]1[C:12]2[C:7](=[CH:8][C:9]([N+:13]([O-:15])=[O:14])=[CH:10][CH:11]=2)[C:6](=[C:16](OC)[C:17]2[CH:22]=[CH:21][CH:20]=[CH:19][CH:18]=2)[C:5]1=[O:25])(=O)C.[NH2:26][C:27]1[CH:36]=[CH:35][C:30]([C:31]([O:33][CH3:34])=[O:32])=[CH:29][CH:28]=1.N, predict the reaction product. The product is: [CH3:34][O:33][C:31]([C:30]1[CH:35]=[CH:36][C:27]([NH:26]/[C:16](=[C:6]2\[C:5](=[O:25])[NH:4][C:12]3[C:7]\2=[CH:8][C:9]([N+:13]([O-:15])=[O:14])=[CH:10][CH:11]=3)/[C:17]2[CH:18]=[CH:19][CH:20]=[CH:21][CH:22]=2)=[CH:28][CH:29]=1)=[O:32].